The task is: Regression. Given two drug SMILES strings and cell line genomic features, predict the synergy score measuring deviation from expected non-interaction effect.. This data is from NCI-60 drug combinations with 297,098 pairs across 59 cell lines. (1) Drug 1: C1=NC2=C(N1)C(=S)N=C(N2)N. Drug 2: C(CCl)NC(=O)N(CCCl)N=O. Cell line: MOLT-4. Synergy scores: CSS=46.2, Synergy_ZIP=-2.10, Synergy_Bliss=-2.55, Synergy_Loewe=-18.3, Synergy_HSA=-1.58. (2) Drug 1: C1CN1C2=NC(=NC(=N2)N3CC3)N4CC4. Drug 2: C(=O)(N)NO. Cell line: UACC62. Synergy scores: CSS=28.9, Synergy_ZIP=1.14, Synergy_Bliss=1.91, Synergy_Loewe=-23.8, Synergy_HSA=-0.144. (3) Drug 1: C1=C(C(=O)NC(=O)N1)N(CCCl)CCCl. Drug 2: C1=CN(C=N1)CC(O)(P(=O)(O)O)P(=O)(O)O. Cell line: U251. Synergy scores: CSS=2.16, Synergy_ZIP=-13.2, Synergy_Bliss=-24.1, Synergy_Loewe=-30.7, Synergy_HSA=-23.8. (4) Drug 1: CC(C1=C(C=CC(=C1Cl)F)Cl)OC2=C(N=CC(=C2)C3=CN(N=C3)C4CCNCC4)N. Drug 2: C1CN(CCN1C(=O)CCBr)C(=O)CCBr. Cell line: SF-295. Synergy scores: CSS=20.2, Synergy_ZIP=-6.09, Synergy_Bliss=-1.44, Synergy_Loewe=-6.61, Synergy_HSA=1.45. (5) Drug 1: CC1=CC2C(CCC3(C2CCC3(C(=O)C)OC(=O)C)C)C4(C1=CC(=O)CC4)C. Drug 2: CC1C(C(CC(O1)OC2CC(CC3=C2C(=C4C(=C3O)C(=O)C5=C(C4=O)C(=CC=C5)OC)O)(C(=O)CO)O)N)O.Cl. Cell line: COLO 205. Synergy scores: CSS=61.8, Synergy_ZIP=7.58, Synergy_Bliss=3.50, Synergy_Loewe=-18.8, Synergy_HSA=3.98. (6) Drug 1: CN(C)C1=NC(=NC(=N1)N(C)C)N(C)C. Drug 2: CNC(=O)C1=NC=CC(=C1)OC2=CC=C(C=C2)NC(=O)NC3=CC(=C(C=C3)Cl)C(F)(F)F. Cell line: M14. Synergy scores: CSS=15.9, Synergy_ZIP=1.35, Synergy_Bliss=-0.0307, Synergy_Loewe=-30.1, Synergy_HSA=-2.84. (7) Drug 1: CC12CCC3C(C1CCC2O)C(CC4=C3C=CC(=C4)O)CCCCCCCCCS(=O)CCCC(C(F)(F)F)(F)F. Drug 2: CCN(CC)CCCC(C)NC1=C2C=C(C=CC2=NC3=C1C=CC(=C3)Cl)OC. Cell line: SK-MEL-5. Synergy scores: CSS=-1.89, Synergy_ZIP=-1.31, Synergy_Bliss=-3.38, Synergy_Loewe=-6.23, Synergy_HSA=-4.76.